Dataset: Full USPTO retrosynthesis dataset with 1.9M reactions from patents (1976-2016). Task: Predict the reactants needed to synthesize the given product. Given the product [C:1]([N:5]1[CH2:6][CH2:7][O:8][C:20](=[O:22])[O:11][CH2:10][CH2:9]1)([CH3:4])([CH3:3])[CH3:2], predict the reactants needed to synthesize it. The reactants are: [C:1]([N:5]([CH2:9][CH2:10][OH:11])[CH2:6][CH2:7][OH:8])([CH3:4])([CH3:3])[CH3:2].C(N(CC)CC)C.Cl[C:20](Cl)([O:22]C(=O)OC(Cl)(Cl)Cl)Cl.